The task is: Predict the reaction yield, written as a fraction of the theoretical maximum amount of product (1.0 means a 100% yield; for example, 0.34 means a 34% yield).. This data is from Reaction yield outcomes from USPTO patents with 853,638 reactions. (1) The reactants are C([O:4][C@H:5]1[C:9]2[N:10]=[CH:11][N:12]=[C:13]([N:14]3[CH2:19][CH2:18][N:17]([C:20]([O:22][C:23]([CH3:26])([CH3:25])[CH3:24])=[O:21])[CH2:16][CH2:15]3)[C:8]=2[C@H:7]([CH3:27])[CH2:6]1)(=O)C.[Li+].[OH-]. The catalyst is C1COCC1. The product is [OH:4][C@H:5]1[C:9]2[N:10]=[CH:11][N:12]=[C:13]([N:14]3[CH2:19][CH2:18][N:17]([C:20]([O:22][C:23]([CH3:26])([CH3:25])[CH3:24])=[O:21])[CH2:16][CH2:15]3)[C:8]=2[C@H:7]([CH3:27])[CH2:6]1. The yield is 0.700. (2) The reactants are [Cl:1][C:2]1[N:7]=[C:6](Cl)[CH:5]=[CH:4][N:3]=1.C([O-])([O-])=O.[K+].[K+].[CH:15]1([NH2:18])[CH2:17][CH2:16]1.O. The catalyst is CN(C=O)C. The product is [Cl:1][C:2]1[N:7]=[C:6]([NH:18][CH:15]2[CH2:17][CH2:16]2)[CH:5]=[CH:4][N:3]=1. The yield is 0.250. (3) The reactants are [Cl:1][C:2]1[CH:7]=[CH:6][C:5]([C:8]([CH3:24])([CH3:23])[C:9]([NH:11][NH:12][C:13](=[S:22])[NH:14][C:15]2[CH:20]=[CH:19][C:18]([F:21])=[CH:17][CH:16]=2)=O)=[CH:4][C:3]=1[O:25][CH3:26].Cl. The catalyst is [OH-].[Na+]. The product is [Cl:1][C:2]1[CH:7]=[CH:6][C:5]([C:8]([C:9]2[N:14]([C:15]3[CH:20]=[CH:19][C:18]([F:21])=[CH:17][CH:16]=3)[C:13]([SH:22])=[N:12][N:11]=2)([CH3:24])[CH3:23])=[CH:4][C:3]=1[O:25][CH3:26]. The yield is 0.960. (4) The reactants are [F:1][C:2]1[CH:7]=[CH:6][C:5]([C:8]([N+]([O-])=O)=[CH:9][C:10]2[CH:15]=[CH:14][CH:13]=[CH:12][CH:11]=2)=[CH:4][CH:3]=1.[N+:19]([CH2:21][C:22]([O:24][CH2:25][CH3:26])=[O:23])#[C-:20].C1CCN2C(=NCCC2)CC1. The catalyst is C1COCC1. The product is [CH2:25]([O:24][C:22]([C:21]1[NH:19][CH:20]=[C:8]([C:5]2[CH:6]=[CH:7][C:2]([F:1])=[CH:3][CH:4]=2)[C:9]=1[C:10]1[CH:15]=[CH:14][CH:13]=[CH:12][CH:11]=1)=[O:23])[CH3:26]. The yield is 0.370. (5) The reactants are Cl[C:2]1[C:7]([NH2:8])=[CH:6][CH:5]=[CH:4][N:3]=1.[S-:9][C:10]#[N:11].[NH4+].Cl. The catalyst is C(O)C. The product is [N:8]1[C:7]2[C:2](=[N:3][CH:4]=[CH:5][CH:6]=2)[S:9][C:10]=1[NH2:11]. The yield is 0.430. (6) The reactants are [Br:1][C:2]1[CH:10]=[CH:9][CH:8]=[C:7]2[C:3]=1[CH2:4][CH2:5][C@@H:6]2[NH:11][S@](C(C)(C)C)=O.[ClH:18].C(#N)C. The catalyst is CO.O1CCOCC1. The product is [ClH:18].[Br:1][C:2]1[CH:10]=[CH:9][CH:8]=[C:7]2[C:3]=1[CH2:4][CH2:5][C@@H:6]2[NH2:11]. The yield is 0.690.